This data is from Full USPTO retrosynthesis dataset with 1.9M reactions from patents (1976-2016). The task is: Predict the reactants needed to synthesize the given product. (1) Given the product [CH3:22][O:21][C:15]1[N:16]=[C:17]([O:19][CH3:20])[N:18]=[C:13]([CH:5]2[C:4]3[C:8](=[CH:9][CH:10]=[C:2]([F:1])[CH:3]=3)[NH:7][C:6]2=[O:11])[N:14]=1, predict the reactants needed to synthesize it. The reactants are: [F:1][C:2]1[CH:3]=[C:4]2[C:8](=[CH:9][CH:10]=1)[NH:7][C:6](=[O:11])[CH2:5]2.Cl[C:13]1[N:18]=[C:17]([O:19][CH3:20])[N:16]=[C:15]([O:21][CH3:22])[N:14]=1. (2) Given the product [NH2:24][O:23][CH2:22][CH2:21][O:20][C:16]1[CH:17]=[C:18]([OH:19])[C:13]([C:11]([NH:10][C:9](=[O:35])[O:8][C:4]([CH3:5])([CH3:6])[CH3:7])=[NH:12])=[N:14][CH:15]=1, predict the reactants needed to synthesize it. The reactants are: O.NN.[C:4]([O:8][C:9](=[O:35])[NH:10][C:11]([C:13]1[C:18]([OH:19])=[CH:17][C:16]([O:20][CH2:21][CH2:22][O:23][N:24]2C(=O)C3C(=CC=CC=3)C2=O)=[CH:15][N:14]=1)=[NH:12])([CH3:7])([CH3:6])[CH3:5]. (3) Given the product [CH2:16]([O:15][C@@H:4]([CH2:5][C:6]1[CH:7]=[C:8]2[C:12](=[CH:13][CH:14]=1)[N:11]([CH2:20][C:21]1[N:22]=[C:23]([C:27]3[CH:32]=[CH:31][C:30]([F:33])=[C:29]([CH3:34])[CH:28]=3)[O:24][C:25]=1[CH3:26])[CH:10]=[CH:9]2)[C:3]([OH:2])=[O:18])[CH3:17], predict the reactants needed to synthesize it. The reactants are: C[O:2][C:3](=[O:18])[C@@H:4]([O:15][CH2:16][CH3:17])[CH2:5][C:6]1[CH:7]=[C:8]2[C:12](=[CH:13][CH:14]=1)[NH:11][CH:10]=[CH:9]2.Cl[CH2:20][C:21]1[N:22]=[C:23]([C:27]2[CH:32]=[CH:31][C:30]([F:33])=[C:29]([CH3:34])[CH:28]=2)[O:24][C:25]=1[CH3:26]. (4) The reactants are: FC(F)(F)[C:3](O)=[O:4].[NH2:8][C@H:9]1[C:17]2[C:12](=[CH:13][CH:14]=[CH:15][CH:16]=2)[CH2:11][C@@H:10]1[NH:18][C:19]([C:21]1[NH:25][C:24]2[C:26]([Cl:30])=[C:27]([Cl:29])[S:28][C:23]=2[CH:22]=1)=[O:20].C(O)=O.CCN(C(C)C)C(C)C.C1C=CC2N(O)N=NC=2C=1.CCN=C=NCCCN(C)C. Given the product [Cl:29][C:27]1[S:28][C:23]2[CH:22]=[C:21]([C:19]([NH:18][C@H:10]3[CH2:11][C:12]4[C:17](=[CH:16][CH:15]=[CH:14][CH:13]=4)[C@@H:9]3[NH:8][CH:3]=[O:4])=[O:20])[NH:25][C:24]=2[C:26]=1[Cl:30], predict the reactants needed to synthesize it. (5) The reactants are: [N+:1]([C:4]1[CH:13]=[C:12]2[C:7]([CH2:8][CH2:9][CH2:10][CH:11]2[OH:14])=[CH:6][CH:5]=1)([O-])=O. Given the product [NH2:1][C:4]1[CH:13]=[C:12]2[C:7]([CH2:8][CH2:9][CH2:10][CH:11]2[OH:14])=[CH:6][CH:5]=1, predict the reactants needed to synthesize it. (6) Given the product [C:22]([CH2:21][O:3][C:4]1[C:17]2[C:16](=[O:18])[C:15]3[C:10](=[CH:11][CH:12]=[CH:13][CH:14]=3)[S:9][C:8]=2[CH:7]=[CH:6][CH:5]=1)([OH:24])=[O:23], predict the reactants needed to synthesize it. The reactants are: [OH-].[Na+].[OH:3][C:4]1[C:17]2[C:16](=[O:18])[C:15]3[C:10](=[CH:11][CH:12]=[CH:13][CH:14]=3)[S:9][C:8]=2[CH:7]=[CH:6][CH:5]=1.[Na].Br[CH2:21][C:22]([O:24]CC)=[O:23].Cl.